Task: Predict the reaction yield, written as a fraction of the theoretical maximum amount of product (1.0 means a 100% yield; for example, 0.34 means a 34% yield).. Dataset: Reaction yield outcomes from USPTO patents with 853,638 reactions (1) The catalyst is C(Cl)Cl. The reactants are [ClH:1].O1CCOCC1.[Br:8][C:9]1[CH:14]=[CH:13][C:12]([C@@H:15]([C@H:35]2[N:39](C(OC(C)(C)C)=O)[C:38]([CH3:48])([CH3:47])[CH2:37][CH2:36]2)[C:16]([N:18]2[CH2:23][CH2:22][N:21]([C:24]3[C:25]4[C@H:32]([CH3:33])[CH2:31][C@@H:30]([OH:34])[C:26]=4[N:27]=[CH:28][N:29]=3)[CH2:20][CH2:19]2)=[O:17])=[C:11]([F:49])[CH:10]=1. The yield is 0.620. The product is [ClH:1].[ClH:1].[Br:8][C:9]1[CH:14]=[CH:13][C:12]([C@@H:15]([C@H:35]2[CH2:36][CH2:37][C:38]([CH3:48])([CH3:47])[NH:39]2)[C:16]([N:18]2[CH2:23][CH2:22][N:21]([C:24]3[C:25]4[C@H:32]([CH3:33])[CH2:31][C@@H:30]([OH:34])[C:26]=4[N:27]=[CH:28][N:29]=3)[CH2:20][CH2:19]2)=[O:17])=[C:11]([F:49])[CH:10]=1. (2) The reactants are [C:1]([O:5][C:6]([NH:8][C@H:9]1[CH2:14][CH2:13][CH2:12][CH2:11][C@H:10]1[NH:15][C:16]1[CH:25]=[C:24]([C:26]#[N:27])[C:19]([C:20]([O:22]C)=O)=[C:18]([NH:28][C:29]2[CH:34]=[CH:33][C:32]([F:35])=[C:31]([CH3:36])[CH:30]=2)[N:17]=1)=[O:7])([CH3:4])([CH3:3])[CH3:2]. The catalyst is C(Cl)Cl.CC(O)=O.[Pt]=O. The product is [F:35][C:32]1[CH:33]=[CH:34][C:29]([NH:28][C:18]2[C:19]3[C:20](=[O:22])[NH:27][CH2:26][C:24]=3[CH:25]=[C:16]([NH:15][C@@H:10]3[CH2:11][CH2:12][CH2:13][CH2:14][C@@H:9]3[NH:8][C:6](=[O:7])[O:5][C:1]([CH3:3])([CH3:2])[CH3:4])[N:17]=2)=[CH:30][C:31]=1[CH3:36]. The yield is 0.706. (3) The yield is 0.790. The catalyst is C1COCC1. The reactants are [C:1]([O:5][C:6]([NH:8][C@H:9]([CH2:14][C:15]1[CH:20]=[CH:19][CH:18]=[CH:17][C:16]=1[F:21])[CH2:10][C:11]([OH:13])=O)=[O:7])([CH3:4])([CH3:3])[CH3:2].CN1CCOCC1.[NH2:29][C:30]1[C:31](=[O:40])[NH:32][C:33]2[C:38]([CH:39]=1)=[CH:37][CH:36]=[CH:35][CH:34]=2.C[N+]1(C2N=C(OC)N=C(OC)N=2)CCOCC1.[Cl-]. The product is [C:1]([O:5][C:6](=[O:7])[NH:8][C@H:9]([CH2:14][C:15]1[CH:20]=[CH:19][CH:18]=[CH:17][C:16]=1[F:21])[CH2:10][C:11](=[O:13])[NH:29][C:30]1[C:31](=[O:40])[NH:32][C:33]2[C:38]([CH:39]=1)=[CH:37][CH:36]=[CH:35][CH:34]=2)([CH3:2])([CH3:3])[CH3:4]. (4) The reactants are [CH3:1][O:2][C:3]1[CH:8]=[CH:7][C:6]([C:9]2[N:10]=[C:11]([C:22]3([OH:32])[CH2:31][CH2:30][C:25]4(OCC[O:26]4)[CH2:24][CH2:23]3)[O:12][C:13]=2[C:14]2[CH:19]=[CH:18][C:17]([O:20][CH3:21])=[CH:16][CH:15]=2)=[CH:5][CH:4]=1.[OH-].[Na+].C(=O)(O)[O-].[Na+]. The catalyst is O1CCCC1.Cl. The product is [CH3:1][O:2][C:3]1[CH:8]=[CH:7][C:6]([C:9]2[N:10]=[C:11]([C:22]3([OH:32])[CH2:31][CH2:30][C:25](=[O:26])[CH2:24][CH2:23]3)[O:12][C:13]=2[C:14]2[CH:15]=[CH:16][C:17]([O:20][CH3:21])=[CH:18][CH:19]=2)=[CH:5][CH:4]=1. The yield is 0.630. (5) The reactants are [CH2:1]([C@@H:5]1[NH:10][CH2:9][C@H:8]([CH:11]=[CH:12][CH3:13])[NH:7][C:6]1=[O:14])[CH:2]([CH3:4])[CH3:3].[F:15][C:16]1[CH:21]=[CH:20][C:19]([C:22]2[O:26][N:25]=[C:24]([C:27](O)=[O:28])[CH:23]=2)=[CH:18][CH:17]=1.C([C@@H]1N(C(=O)/C=C/C2C=CC=CC=2)C[C@H](CC(C)C)NC1=O)C(C)C. No catalyst specified. The product is [F:15][C:16]1[CH:17]=[CH:18][C:19]([C:22]2[O:26][N:25]=[C:24]([C:27]([N:10]3[CH2:9][C@H:8](/[CH:11]=[CH:12]/[CH3:13])[NH:7][C:6](=[O:14])[C@@H:5]3[CH2:1][CH:2]([CH3:4])[CH3:3])=[O:28])[CH:23]=2)=[CH:20][CH:21]=1. The yield is 0.407. (6) The reactants are [CH3:1][C:2]1([CH3:19])[C:6]([CH3:8])([CH3:7])[O:5][B:4]([C:9]2[CH:14]=[CH:13][C:12]([CH2:15][C:16]([OH:18])=[O:17])=[CH:11][CH:10]=2)[O:3]1.[CH3:20]O. The catalyst is Cl. The product is [CH3:8][C:6]1([CH3:7])[C:2]([CH3:19])([CH3:1])[O:3][B:4]([C:9]2[CH:14]=[CH:13][C:12]([CH2:15][C:16]([O:18][CH3:20])=[O:17])=[CH:11][CH:10]=2)[O:5]1. The yield is 0.950.